This data is from Full USPTO retrosynthesis dataset with 1.9M reactions from patents (1976-2016). The task is: Predict the reactants needed to synthesize the given product. (1) Given the product [CH2:18]([C:15]1[N:14]([CH2:20][C:21]2[CH:26]=[CH:25][CH:24]=[CH:23][N:22]=2)[C:13]2[CH:12]=[CH:11][CH:10]=[C:9]([OH:8])[C:17]=2[N:16]=1)[CH3:19], predict the reactants needed to synthesize it. The reactants are: C([O:8][C:9]1[C:17]2[N:16]=[C:15]([CH2:18][CH3:19])[N:14]([CH2:20][C:21]3[CH:26]=[CH:25][CH:24]=[CH:23][N:22]=3)[C:13]=2[CH:12]=[CH:11][CH:10]=1)C1C=CC=CC=1. (2) Given the product [N+:15]([C:18]1[CH:19]=[C:20]([C:2]2[CH:14]=[CH:13][C:5]3[S:6][C:7]4[CH:12]=[CH:11][CH:10]=[CH:9][C:8]=4[C:4]=3[CH:3]=2)[CH:21]=[CH:22][CH:23]=1)([O-:17])=[O:16], predict the reactants needed to synthesize it. The reactants are: Br[C:2]1[CH:14]=[CH:13][C:5]2[S:6][C:7]3[CH:12]=[CH:11][CH:10]=[CH:9][C:8]=3[C:4]=2[CH:3]=1.[N+:15]([C:18]1[CH:23]=[CH:22][CH:21]=[CH:20][C:19]=1B(O)O)([O-:17])=[O:16].C([O-])([O-])=O.[K+].[K+].